Dataset: NCI-60 drug combinations with 297,098 pairs across 59 cell lines. Task: Regression. Given two drug SMILES strings and cell line genomic features, predict the synergy score measuring deviation from expected non-interaction effect. (1) Drug 1: COC1=C(C=C2C(=C1)N=CN=C2NC3=CC(=C(C=C3)F)Cl)OCCCN4CCOCC4. Drug 2: CCC1(CC2CC(C3=C(CCN(C2)C1)C4=CC=CC=C4N3)(C5=C(C=C6C(=C5)C78CCN9C7C(C=CC9)(C(C(C8N6C=O)(C(=O)OC)O)OC(=O)C)CC)OC)C(=O)OC)O.OS(=O)(=O)O. Cell line: PC-3. Synergy scores: CSS=40.0, Synergy_ZIP=4.41, Synergy_Bliss=13.9, Synergy_Loewe=16.0, Synergy_HSA=15.8. (2) Drug 1: CCCS(=O)(=O)NC1=C(C(=C(C=C1)F)C(=O)C2=CNC3=C2C=C(C=N3)C4=CC=C(C=C4)Cl)F. Drug 2: CC(C)(C#N)C1=CC(=CC(=C1)CN2C=NC=N2)C(C)(C)C#N. Cell line: PC-3. Synergy scores: CSS=1.40, Synergy_ZIP=1.93, Synergy_Bliss=2.10, Synergy_Loewe=1.20, Synergy_HSA=0.640. (3) Drug 1: C1=NC2=C(N=C(N=C2N1C3C(C(C(O3)CO)O)F)Cl)N. Drug 2: CS(=O)(=O)OCCCCOS(=O)(=O)C. Cell line: NCIH23. Synergy scores: CSS=10.4, Synergy_ZIP=-0.736, Synergy_Bliss=4.19, Synergy_Loewe=-93.7, Synergy_HSA=0.918. (4) Drug 1: CC1C(C(CC(O1)OC2CC(OC(C2O)C)OC3=CC4=CC5=C(C(=O)C(C(C5)C(C(=O)C(C(C)O)O)OC)OC6CC(C(C(O6)C)O)OC7CC(C(C(O7)C)O)OC8CC(C(C(O8)C)O)(C)O)C(=C4C(=C3C)O)O)O)O. Drug 2: C1CN(P(=O)(OC1)NCCCl)CCCl. Cell line: HCT116. Synergy scores: CSS=32.7, Synergy_ZIP=1.94, Synergy_Bliss=3.75, Synergy_Loewe=-34.3, Synergy_HSA=3.94.